Task: Predict the reaction yield, written as a fraction of the theoretical maximum amount of product (1.0 means a 100% yield; for example, 0.34 means a 34% yield).. Dataset: Reaction yield outcomes from USPTO patents with 853,638 reactions (1) The reactants are [CH2:1]([O:3][C:4](=[O:17])[CH2:5][NH:6][CH2:7][CH2:8][NH:9][C:10]([O:12][C:13]([CH3:16])([CH3:15])[CH3:14])=[O:11])[CH3:2].[N:18]1([CH2:27][CH2:28][C:29](O)=[O:30])[CH:26]=[C:24]([CH3:25])[C:22](=[O:23])[NH:21][C:19]1=[O:20].C(Cl)Cl.C1CCC(N=C=NC2CCCCC2)CC1. The catalyst is CN(C=O)C. The product is [CH2:1]([O:3][C:4](=[O:17])[CH2:5][N:6]([CH2:7][CH2:8][NH:9][C:10]([O:12][C:13]([CH3:16])([CH3:15])[CH3:14])=[O:11])[C:29](=[O:30])[CH2:28][CH2:27][N:18]1[CH:26]=[C:24]([CH3:25])[C:22](=[O:23])[NH:21][C:19]1=[O:20])[CH3:2]. The yield is 0.590. (2) The reactants are [F:1][CH2:2][C:3]1([S:6]([NH:9][C:10]([C@@:12]2([NH:17][C:18]([C@@H:20]3[CH2:24][C@@H:23]([OH:25])[CH2:22][N:21]3[C:26](=[O:45])[C@@H:27]([NH:37][C:38](=[O:44])[O:39][C:40]([CH3:43])([CH3:42])[CH3:41])[C@H:28]([CH3:36])[CH2:29][CH:30]([CH3:35])[CH2:31][CH2:32]C=C)=[O:19])[CH2:14][C@H:13]2[CH:15]=[CH2:16])=[O:11])(=[O:8])=[O:7])[CH2:5][CH2:4]1. The catalyst is ClCCCl.CC1C=C(C)C(N2C(=[Ru](Cl)(Cl)=CC3C=CC=CC=3OC(C)C)N(C3C(C)=CC(C)=CC=3C)CC2)=C(C)C=1. The product is [F:1][CH2:2][C:3]1([S:6]([NH:9][C:10]([C@@:12]23[CH2:14][C@H:13]2[CH:15]=[CH:16][CH2:32][CH2:31][CH:30]([CH3:35])[CH2:29][C@@H:28]([CH3:36])[C@H:27]([NH:37][C:38](=[O:44])[O:39][C:40]([CH3:42])([CH3:43])[CH3:41])[C:26](=[O:45])[N:21]2[CH2:22][C@H:23]([OH:25])[CH2:24][C@H:20]2[C:18](=[O:19])[NH:17]3)=[O:11])(=[O:7])=[O:8])[CH2:4][CH2:5]1. The yield is 0.279. (3) The catalyst is CO. The yield is 1.00. The product is [Cl-:49].[CH3:1][O:2][C:3]([NH:5][C@@H:6]([CH:46]([CH3:48])[CH3:47])[C:7]([N:9]1[CH2:13][CH2:12][CH2:11][C@H:10]1[C:14]1[NH:18][C:17]2[CH:19]=[CH:20][C:21]([C:23]3[CH:24]=[CH:25][C:26]([C:29]4[NH+:30]=[C:31]([C@@H:34]5[CH2:38][CH2:37][CH2:36][NH2+:35]5)[NH:32][CH:33]=4)=[CH:27][CH:28]=3)=[CH:22][C:16]=2[N:15]=1)=[O:8])=[O:4].[Cl-:49]. The reactants are [CH3:1][O:2][C:3]([NH:5][C@@H:6]([CH:46]([CH3:48])[CH3:47])[C:7]([N:9]1[CH2:13][CH2:12][CH2:11][C@H:10]1[C:14]1[NH:18][C:17]2[CH:19]=[CH:20][C:21]([C:23]3[CH:28]=[CH:27][C:26]([C:29]4[N:30]=[C:31]([C@@H:34]5[CH2:38][CH2:37][CH2:36][N:35]5C(OC(C)(C)C)=O)[NH:32][CH:33]=4)=[CH:25][CH:24]=3)=[CH:22][C:16]=2[N:15]=1)=[O:8])=[O:4].[ClH:49].O1CCOCC1. (4) The reactants are [C:1]([Si:5]([CH3:14])([CH3:13])[O:6][CH2:7][CH2:8][CH2:9][C@@H:10]1[CH2:12][O:11]1)([CH3:4])([CH3:3])[CH3:2].[NH2:15][C:16]1[CH:17]=[CH:18][C:19]2[S:24][CH2:23][C:22](=[O:25])[NH:21][C:20]=2[CH:26]=1. The catalyst is CCO.O. The product is [C:1]([Si:5]([CH3:14])([CH3:13])[O:6][CH2:7][CH2:8][CH2:9][C@@H:10]([OH:11])[CH2:12][NH:15][C:16]1[CH:17]=[CH:18][C:19]2[S:24][CH2:23][C:22](=[O:25])[NH:21][C:20]=2[CH:26]=1)([CH3:4])([CH3:3])[CH3:2]. The yield is 0.280. (5) The reactants are [CH2:1]([C:5]1[N:6]=[C:7]([CH3:27])[NH:8][C:9](=[O:26])[C:10]=1[CH2:11][C:12]1[CH:17]=[CH:16][C:15]([C:18]2[C:19]([C:24]#[N:25])=[CH:20][CH:21]=[CH:22][CH:23]=2)=[CH:14][CH:13]=1)[CH2:2][CH2:3][CH3:4].N(C(N1CCCCC1)=O)=NC(N1CCCCC1)=O.C(P(CCCC)CCCC)CCC.[Cl:59][C:60]1[CH:61]=[CH:62][C:63]2[S:67][CH:66]=[C:65]([CH2:68]O)[C:64]=2[CH:70]=1. The catalyst is C(OCC)(=O)C.O1CCCC1. The product is [CH2:1]([C:5]1[N:6]=[C:7]([CH3:27])[N:8]([CH2:68][C:65]2[C:64]3[CH:70]=[C:60]([Cl:59])[CH:61]=[CH:62][C:63]=3[S:67][CH:66]=2)[C:9](=[O:26])[C:10]=1[CH2:11][C:12]1[CH:17]=[CH:16][C:15]([C:18]2[C:19]([C:24]#[N:25])=[CH:20][CH:21]=[CH:22][CH:23]=2)=[CH:14][CH:13]=1)[CH2:2][CH2:3][CH3:4]. The yield is 0.550.